From a dataset of Peptide-MHC class II binding affinity with 134,281 pairs from IEDB. Regression. Given a peptide amino acid sequence and an MHC pseudo amino acid sequence, predict their binding affinity value. This is MHC class II binding data. (1) The peptide sequence is SQGLELSWNLNGLQAY. The MHC is DRB1_0401 with pseudo-sequence DRB1_0401. The binding affinity (normalized) is 0.145. (2) The peptide sequence is AKLLSLKEDIHRTGI. The MHC is DRB1_0101 with pseudo-sequence DRB1_0101. The binding affinity (normalized) is 0.408. (3) The peptide sequence is AAATADTTVYGAFAA. The MHC is HLA-DQA10401-DQB10402 with pseudo-sequence HLA-DQA10401-DQB10402. The binding affinity (normalized) is 0.410. (4) The peptide sequence is AASGAATVAAGGYKV. The MHC is HLA-DPA10201-DPB10101 with pseudo-sequence HLA-DPA10201-DPB10101. The binding affinity (normalized) is 0. (5) The peptide sequence is GEVEIQFRRVKCKYP. The MHC is DRB3_0101 with pseudo-sequence DRB3_0101. The binding affinity (normalized) is 0.141. (6) The MHC is DRB1_0404 with pseudo-sequence DRB1_0404. The peptide sequence is GRTILKENIKYEVAIFVH. The binding affinity (normalized) is 0.105.